From a dataset of Forward reaction prediction with 1.9M reactions from USPTO patents (1976-2016). Predict the product of the given reaction. (1) Given the reactants C(NC(C)C)(C)C.C([Li])CCC.[Br:13][C:14]1[CH:22]=[CH:21][C:17]2[S:18][CH:19]=[CH:20][C:16]=2[CH:15]=1.[CH3:23][Si:24](Cl)([CH3:26])[CH3:25].[NH4+].[Cl-], predict the reaction product. The product is: [Br:13][C:14]1[CH:22]=[CH:21][C:17]2[S:18][C:19]([Si:24]([CH3:26])([CH3:25])[CH3:23])=[CH:20][C:16]=2[CH:15]=1. (2) The product is: [CH3:30][O:29][C:25]1[CH:24]=[C:23]([C:20]2[CH:21]=[CH:22][C:17]([N:1]3[C:9]4[C:4](=[CH:5][CH:6]=[CH:7][CH:8]=4)[C:3]([CH2:10][C:11]([O:13][CH2:14][CH3:15])=[O:12])=[CH:2]3)=[CH:18][CH:19]=2)[CH:28]=[CH:27][CH:26]=1. Given the reactants [NH:1]1[C:9]2[C:4](=[CH:5][CH:6]=[CH:7][CH:8]=2)[C:3]([CH2:10][C:11]([O:13][CH2:14][CH3:15])=[O:12])=[CH:2]1.Br[C:17]1[CH:22]=[CH:21][C:20]([C:23]2[CH:28]=[CH:27][CH:26]=[C:25]([O:29][CH3:30])[CH:24]=2)=[CH:19][CH:18]=1.P([O-])([O-])([O-])=O.[K+].[K+].[K+], predict the reaction product. (3) Given the reactants Cl[C:2]1[C:3]2[C:4](=[CH:19][N:20](CC3C=CC(OC)=CC=3)[N:21]=2)[N:5]=[C:6]([C:8]2[CH:18]=[CH:17][C:11]3[O:12][CH2:13][C:14](=O)[NH:15][C:10]=3[CH:9]=2)[N:7]=1.[CH3:31][O:32][C:33]1[CH:34]=[C:35]([CH:37]=[CH:38][C:39]=1[O:40][CH3:41])[NH2:36].Cl, predict the reaction product. The product is: [O:12]1[CH2:13][CH2:14][NH:15][C:10]2[CH:9]=[C:8]([C:6]3[N:7]=[C:2]([NH:36][C:35]4[CH:37]=[CH:38][C:39]([O:40][CH3:41])=[C:33]([O:32][CH3:31])[CH:34]=4)[C:3]4[NH:21][N:20]=[CH:19][C:4]=4[N:5]=3)[CH:18]=[CH:17][C:11]1=2. (4) Given the reactants [F:1][C:2]([F:7])([F:6])[C:3]([NH2:5])=[O:4].CC(C)([O-])C.[Na+].BrN1C(C)(C)C(=O)N(Br)C1=O.[F:25][C:26]1[C:27]([C:44]2[CH:49]=[CH:48][C:47]([F:50])=[CH:46][C:45]=2[O:51][CH3:52])=[CH:28][C:29]([NH:32][C:33]2[CH:38]=[C:37]([CH2:39][S:40][CH3:41])[CH:36]=[C:35]([O:42][CH3:43])[N:34]=2)=[N:30][CH:31]=1.S([O-])([O-])=O.[Na+].[Na+], predict the reaction product. The product is: [F:1][C:2]([F:7])([F:6])[C:3]([N:5]=[S:40]([CH2:39][C:37]1[CH:36]=[C:35]([O:42][CH3:43])[N:34]=[C:33]([NH:32][C:29]2[CH:28]=[C:27]([C:44]3[CH:49]=[CH:48][C:47]([F:50])=[CH:46][C:45]=3[O:51][CH3:52])[C:26]([F:25])=[CH:31][N:30]=2)[CH:38]=1)[CH3:41])=[O:4]. (5) Given the reactants C(O)(C(F)(F)F)=O.[Cl:8][C:9]1[CH:14]=[CH:13][CH:12]=[CH:11][C:10]=1[C:15]1[N:23]([CH:24]2[CH2:29][CH2:28][N:27](C(OC(C)(C)C)=O)[CH2:26][CH2:25]2)[C:18]2=[N:19][CH:20]=[CH:21][CH:22]=[C:17]2[N:16]=1.C([O-])(O)=O.[Na+], predict the reaction product. The product is: [Cl:8][C:9]1[CH:14]=[CH:13][CH:12]=[CH:11][C:10]=1[C:15]1[N:23]([CH:24]2[CH2:29][CH2:28][NH:27][CH2:26][CH2:25]2)[C:18]2=[N:19][CH:20]=[CH:21][CH:22]=[C:17]2[N:16]=1. (6) Given the reactants C(NC(C)C)(C)C.C([Li])CCC.[F:13][C:14]1[CH:19]=[CH:18][N:17]=[CH:16][C:15]=1[CH3:20].[CH2:21]([Sn:25](Cl)([CH2:30][CH2:31][CH2:32][CH3:33])[CH2:26][CH2:27][CH2:28][CH3:29])[CH2:22][CH2:23][CH3:24].C(=O)(O)[O-].[Na+], predict the reaction product. The product is: [F:13][C:14]1[C:19]([Sn:25]([CH2:26][CH2:27][CH2:28][CH3:29])([CH2:30][CH2:31][CH2:32][CH3:33])[CH2:21][CH2:22][CH2:23][CH3:24])=[CH:18][N:17]=[CH:16][C:15]=1[CH3:20]. (7) The product is: [NH2:53][C:9]1[N:14]=[C:13]([CH3:15])[N:12]=[C:11]([C:16]2[CH:21]=[C:20]([CH:22]([N:24]3[CH2:25][CH2:26][N:27]([C:60]([N:59]([CH3:63])[CH3:58])=[O:61])[CH2:28][CH2:29]3)[CH3:23])[CH:19]=[N:18][C:17]=2[NH:30][C:31]2[CH:32]=[CH:33][C:34]3[S:38][CH:37]=[N:36][C:35]=3[CH:39]=2)[N:10]=1. Given the reactants COC1C=CC(CN(CC2C=CC(OC)=CC=2)[C:9]2[N:14]=[C:13]([CH3:15])[N:12]=[C:11]([C:16]3[C:17]([NH:30][C:31]4[CH:32]=[CH:33][C:34]5[S:38][CH:37]=[N:36][C:35]=5[CH:39]=4)=[N:18][CH:19]=[C:20]([CH:22]([N:24]4[CH2:29][CH2:28][NH:27][CH2:26][CH2:25]4)[CH3:23])[CH:21]=3)[N:10]=2)=CC=1.C([N:53](CC)CC)C.[CH3:58][N:59]([CH3:63])[C:60](Cl)=[O:61], predict the reaction product.